Task: Predict which catalyst facilitates the given reaction.. Dataset: Catalyst prediction with 721,799 reactions and 888 catalyst types from USPTO (1) Reactant: C1(P(C2C=CC=CC=2)C2C3O[C:19]4[C:14](=[CH:15][CH:16]=[CH:17][C:18]=4P(C4C=CC=CC=4)C4C=CC=CC=4)[C:13]([CH3:36])(C)[C:12]=3[CH:11]=[CH:10][CH:9]=2)C=CC=CC=1.C1(OC)C=CC=CC=1.[NH2:51][C:52]1[C:57]([Br:58])=[CH:56][C:55]([CH3:59])=[CH:54][N:53]=1.IC1C=CC(C2C=CC=CC=2)=CC=1.C(=O)([O-])[O-].[Cs+].[Cs+]. Product: [C:14]1([C:13]2[CH:36]=[CH:9][CH:10]=[CH:11][CH:12]=2)[CH:15]=[CH:16][C:17]([NH:51][C:52]2[C:57]([Br:58])=[CH:56][C:55]([CH3:59])=[CH:54][N:53]=2)=[CH:18][CH:19]=1. The catalyst class is: 713. (2) Reactant: [NH2:1][C:2]1[C:7]([C:8]#[N:9])=[C:6]([C:10]2[CH:15]=[CH:14][C:13]([O:16][CH2:17][C@@H:18]3[CH2:22][O:21][C:20]([CH3:24])([CH3:23])[O:19]3)=[CH:12][CH:11]=2)[C:5]([C:25]#[N:26])=[C:4]([SH:27])[N:3]=1.Cl[CH2:29][C:30]1[N:31]=[C:32]([C:35]2[CH:40]=[CH:39][C:38]([Cl:41])=[CH:37][CH:36]=2)[O:33][CH:34]=1.C(=O)(O)[O-].[Na+]. Product: [NH2:1][C:2]1[C:7]([C:8]#[N:9])=[C:6]([C:10]2[CH:15]=[CH:14][C:13]([O:16][CH2:17][C@@H:18]3[CH2:22][O:21][C:20]([CH3:23])([CH3:24])[O:19]3)=[CH:12][CH:11]=2)[C:5]([C:25]#[N:26])=[C:4]([S:27][CH2:29][C:30]2[N:31]=[C:32]([C:35]3[CH:40]=[CH:39][C:38]([Cl:41])=[CH:37][CH:36]=3)[O:33][CH:34]=2)[N:3]=1. The catalyst class is: 3.